The task is: Predict which catalyst facilitates the given reaction.. This data is from Catalyst prediction with 721,799 reactions and 888 catalyst types from USPTO. (1) Reactant: [Cl:1][C:2]1[C:3]2[C:10]([CH:11]=O)=[CH:9][NH:8][C:4]=2[N:5]=[CH:6][N:7]=1.Cl.[NH2:14][OH:15].[OH-].[Na+]. Product: [Cl:1][C:2]1[C:3]2[C:10]([CH:11]=[N:14][OH:15])=[CH:9][NH:8][C:4]=2[N:5]=[CH:6][N:7]=1. The catalyst class is: 14. (2) Reactant: Br[C:2]1[CH:7]=[CH:6][C:5]([C:8]([F:11])([F:10])[F:9])=[CH:4][C:3]=1[N+:12]([O-:14])=[O:13].[CH3:15][CH:16](O)C. Product: [CH:15]([C:2]1[CH:7]=[CH:6][C:5]([C:8]([F:11])([F:10])[F:9])=[CH:4][C:3]=1[N+:12]([O-:14])=[O:13])=[CH2:16]. The catalyst class is: 140. (3) Product: [CH2:24]([C:4]1[CH:3]=[C:2]([C:29]#[C:30][C:31]2[CH:20]=[CH:21][C:22]([CH2:23][C:34]([OH:36])=[O:35])=[CH:33][CH:32]=2)[CH:15]=[C:6]2[C:5]=1[O:12][C:9]([CH3:11])([CH3:10])[CH2:8][C:7]2([CH3:13])[CH3:14])[CH3:25]. Reactant: Br[C:2]1[CH:3]=[C:4](C2CC2)[C:5]2[O:12][C:9]3([CH2:11][CH2:10]3)[CH2:8][C:7]([CH3:14])([CH3:13])[C:6]=2[CH:15]=1.O1[CH2:23][CH2:22][CH2:21][CH2:20]1.[C:24]([Li])(C)(C)[CH3:25].[CH3:29][CH2:30][CH2:31][CH2:32][CH3:33].[C:34](=[O:36])=[O:35]. The catalyst class is: 195. (4) Reactant: Cl.[NH2:2][C@@H:3]([CH2:11][CH2:12][C:13]([O:15][CH3:16])=[O:14])[C:4]([O:6][C:7]([CH3:10])([CH3:9])[CH3:8])=[O:5].[C:17]1([CH:23]([C:34]2[CH:39]=[CH:38][CH:37]=[CH:36][CH:35]=2)[N:24]2[CH:29]=[CH:28][CH:27]=[C:26]([C:30](O)=[O:31])[C:25]2=[O:33])[CH:22]=[CH:21][CH:20]=[CH:19][CH:18]=1.C(N(C(C)C)CC)(C)C.CN(C(ON1N=NC2C=CC=CC1=2)=[N+](C)C)C.F[P-](F)(F)(F)(F)F. Product: [C:34]1([CH:23]([C:17]2[CH:18]=[CH:19][CH:20]=[CH:21][CH:22]=2)[N:24]2[CH:29]=[CH:28][CH:27]=[C:26]([C:30]([NH:2][C@@H:3]([CH2:11][CH2:12][C:13]([O:15][CH3:16])=[O:14])[C:4]([O:6][C:7]([CH3:10])([CH3:9])[CH3:8])=[O:5])=[O:31])[C:25]2=[O:33])[CH:35]=[CH:36][CH:37]=[CH:38][CH:39]=1. The catalyst class is: 39. (5) Reactant: [F:1][C:2]1[CH:7]=[CH:6][C:5]([N+:8]([O-])=O)=[CH:4][C:3]=1[C:11]1[CH:16]=[CH:15][CH:14]=[CH:13][C:12]=1[S:17][CH3:18].O.O.[Sn](Cl)Cl. Product: [F:1][C:2]1[CH:7]=[CH:6][C:5]([NH2:8])=[CH:4][C:3]=1[C:11]1[CH:16]=[CH:15][CH:14]=[CH:13][C:12]=1[S:17][CH3:18]. The catalyst class is: 214. (6) Reactant: [NH2:1][C:2]1[N:7]=[C:6]([CH3:8])[C:5]([Br:9])=[CH:4][CH:3]=1.Br[CH2:11][C:12](=O)[C:13]([O:15][CH2:16][CH3:17])=[O:14].C(OCC)(=O)C. Product: [CH2:16]([O:15][C:13]([C:12]1[N:1]=[C:2]2[CH:3]=[CH:4][C:5]([Br:9])=[C:6]([CH3:8])[N:7]2[CH:11]=1)=[O:14])[CH3:17]. The catalyst class is: 8. (7) Reactant: [Cl:1][C:2]1[CH:7]=[C:6]([Cl:8])[CH:5]=[CH:4][C:3]=1[C:9]1[CH:14]=[CH:13][C:12]([CH2:15][CH3:16])=[C:11]([CH:17]=[C:18]2[C:22]([CH3:24])([CH3:23])[O:21][C:20]([CH3:26])([CH3:25])[C:19]2=[O:27])[CH:10]=1.[OH:28]O.[OH-].[Li+]. Product: [Cl:1][C:2]1[CH:7]=[C:6]([Cl:8])[CH:5]=[CH:4][C:3]=1[C:9]1[CH:14]=[CH:13][C:12]([CH2:15][CH3:16])=[C:11]([CH:17]2[C:18]3([C:19](=[O:27])[C:20]([CH3:26])([CH3:25])[O:21][C:22]3([CH3:24])[CH3:23])[O:28]2)[CH:10]=1. The catalyst class is: 5. (8) Reactant: [Cl:1][CH2:2][CH2:3][C:4]1[CH:9]=[CH:8][C:7]([N:10]2[C:14]3[CH:15]=[C:16]([CH3:22])[C:17]([C:20]#[N:21])=[C:18]([CH3:19])[C:13]=3[N:12]=[C:11]2[CH2:23][CH3:24])=[CH:6][CH:5]=1.[OH-:25].[Na+]. Product: [Cl:1][CH2:2][CH2:3][C:4]1[CH:5]=[CH:6][C:7]([N:10]2[C:14]3[CH:15]=[C:16]([CH3:22])[C:17]([C:20]([NH2:21])=[O:25])=[C:18]([CH3:19])[C:13]=3[N:12]=[C:11]2[CH2:23][CH3:24])=[CH:8][CH:9]=1. The catalyst class is: 82. (9) Reactant: [C:1]([OH:13])(=[O:12])[CH2:2][C:3]([CH2:8][C:9]([OH:11])=[O:10])([C:5]([OH:7])=[O:6])[OH:4].[CH3:14][N:15]([CH3:43])[CH2:16][CH2:17][N:18]1[C:22]2[CH:23]=[CH:24][C:25]([S:27]([CH:30]3[CH2:33][N:32]([S:34]([CH3:37])(=[O:36])=[O:35])[CH2:31]3)(=[O:29])=[O:28])=[CH:26][C:21]=2[N:20]=[C:19]1[CH2:38][C:39]([CH3:42])([CH3:41])[CH3:40]. Product: [C:1]([OH:13])(=[O:12])[CH2:2][C:3]([CH2:8][C:9]([OH:11])=[O:10])([C:5]([OH:7])=[O:6])[OH:4].[CH3:14][N:15]([CH3:43])[CH2:16][CH2:17][N:18]1[C:22]2[CH:23]=[CH:24][C:25]([S:27]([CH:30]3[CH2:33][N:32]([S:34]([CH3:37])(=[O:35])=[O:36])[CH2:31]3)(=[O:29])=[O:28])=[CH:26][C:21]=2[N:20]=[C:19]1[CH2:38][C:39]([CH3:41])([CH3:40])[CH3:42]. The catalyst class is: 5. (10) Reactant: C(OC(=O)[NH:7][C:8]([CH3:42])([C:23]1[NH:24][C:25]([C:28]2[CH:33]=[CH:32][C:31]([CH2:34][CH2:35][CH2:36][CH2:37][CH2:38][CH2:39][CH2:40][CH3:41])=[CH:30][CH:29]=2)=[CH:26][N:27]=1)[CH2:9][O:10][P:11]([O:18]C(C)(C)C)([O:13]C(C)(C)C)=[O:12])(C)(C)C.FC(F)(F)C(O)=O. Product: [NH2:7][C:8]([C:23]1[NH:24][C:25]([C:28]2[CH:29]=[CH:30][C:31]([CH2:34][CH2:35][CH2:36][CH2:37][CH2:38][CH2:39][CH2:40][CH3:41])=[CH:32][CH:33]=2)=[CH:26][N:27]=1)([CH3:42])[CH2:9][O:10][P:11](=[O:12])([OH:18])[OH:13]. The catalyst class is: 158.